Dataset: Full USPTO retrosynthesis dataset with 1.9M reactions from patents (1976-2016). Task: Predict the reactants needed to synthesize the given product. (1) Given the product [CH3:14][N:13]([CH3:15])[C:12]([C:7]1[N:8]=[C:9]([C:26]2[CH:25]=[N:24][C:23]([NH:22][C:20]([NH:19][CH2:17][CH3:18])=[O:21])=[CH:28][CH:27]=2)[S:10][C:6]=1[C:4]([O:3][CH2:1][CH3:2])=[O:5])=[O:16], predict the reactants needed to synthesize it. The reactants are: [CH2:1]([O:3][C:4]([C:6]1[S:10][C:9](Cl)=[N:8][C:7]=1[C:12](=[O:16])[N:13]([CH3:15])[CH3:14])=[O:5])[CH3:2].[CH2:17]([NH:19][C:20]([NH:22][C:23]1[CH:28]=[CH:27][C:26](B2OC(C)(C)C(C)(C)O2)=[CH:25][N:24]=1)=[O:21])[CH3:18].C(=O)([O-])[O-].[Cs+].[Cs+].O. (2) Given the product [CH3:6][S:7]([O:5][CH2:1][CH2:2][C:3]#[CH:4])(=[O:9])=[O:8], predict the reactants needed to synthesize it. The reactants are: [CH2:1]([OH:5])[CH2:2][C:3]#[CH:4].[CH3:6][S:7](Cl)(=[O:9])=[O:8]. (3) Given the product [F:1][C:2]1[CH:7]=[CH:6][C:5]([CH2:8][CH2:9][NH:10][C:18](=[O:22])/[CH:19]=[CH:20]/[CH3:21])=[CH:4][CH:3]=1, predict the reactants needed to synthesize it. The reactants are: [F:1][C:2]1[CH:7]=[CH:6][C:5]([CH2:8][CH2:9][NH2:10])=[CH:4][CH:3]=1.C(N(CC)CC)C.[C:18](Cl)(=[O:22])/[CH:19]=[CH:20]/[CH3:21].